Dataset: Forward reaction prediction with 1.9M reactions from USPTO patents (1976-2016). Task: Predict the product of the given reaction. (1) Given the reactants Cl.[NH2:2][OH:3].[N:4]1[CH:9]=[CH:8][CH:7]=[C:6]([NH:10][C:11]([C:13]2[CH:14]=[CH:15][C:16]3[NH:17][C:18]4[C:19](=O)[CH2:20][CH2:21][C:22]([CH3:27])([CH3:26])[C:23]=4[C:24]=3[CH:25]=2)=[O:12])[CH:5]=1, predict the reaction product. The product is: [N:4]1[CH:9]=[CH:8][CH:7]=[C:6]([NH:10][C:11]([C:13]2[CH:14]=[CH:15][C:16]3[NH:17][C:18]4[C:19](=[N:2][OH:3])[CH2:20][CH2:21][C:22]([CH3:27])([CH3:26])[C:23]=4[C:24]=3[CH:25]=2)=[O:12])[CH:5]=1. (2) Given the reactants [CH3:1][O:2][C:3]1[C:4](=[O:9])[NH:5][CH:6]=[CH:7][CH:8]=1.CC(C)([O-])C.[K+].[F:16][CH:17]([F:29])[O:18][C:19]1[CH:24]=[C:23]([N+:25]([O-:27])=[O:26])[CH:22]=[CH:21][C:20]=1F, predict the reaction product. The product is: [F:16][CH:17]([F:29])[O:18][C:19]1[CH:24]=[C:23]([N+:25]([O-:27])=[O:26])[CH:22]=[CH:21][C:20]=1[N:5]1[CH:6]=[CH:7][CH:8]=[C:3]([O:2][CH3:1])[C:4]1=[O:9]. (3) Given the reactants [CH3:1][O:2][C:3]1[CH:31]=[CH:30][C:6]([CH2:7][N:8]2[CH:12]=[C:11]([C:13]3[CH:14]=[C:15]4[N:20]([C:21]5[CH:22]=[C:23]([CH:25]=[CH:26][C:27]=5[CH3:28])[NH2:24])[CH:19]=[C:18]([CH3:29])[N:16]4[N:17]=3)[CH:10]=[N:9]2)=[CH:5][CH:4]=1.FC(F)(F)C(O)=O.[CH3:39][N:40]1[CH2:45][CH2:44][N:43]([C:46]2[CH:47]=[C:48]([CH:52]=[C:53]([S:55]([F:60])([F:59])([F:58])([F:57])[F:56])[CH:54]=2)[C:49](O)=[O:50])[CH2:42][CH2:41]1, predict the reaction product. The product is: [CH3:1][O:2][C:3]1[CH:4]=[CH:5][C:6]([CH2:7][N:8]2[CH:12]=[C:11]([C:13]3[CH:14]=[C:15]4[N:20]([C:21]5[CH:22]=[C:23]([NH:24][C:49](=[O:50])[C:48]6[CH:52]=[C:53]([S:55]([F:60])([F:56])([F:57])([F:58])[F:59])[CH:54]=[C:46]([N:43]7[CH2:42][CH2:41][N:40]([CH3:39])[CH2:45][CH2:44]7)[CH:47]=6)[CH:25]=[CH:26][C:27]=5[CH3:28])[CH:19]=[C:18]([CH3:29])[N:16]4[N:17]=3)[CH:10]=[N:9]2)=[CH:30][CH:31]=1. (4) The product is: [CH2:30]([O:29][C:27](=[O:28])[CH3:26])[CH3:31].[CH2:12]([N:3]1[C:4](=[O:11])[C:5]2[C:10](=[CH:9][CH:8]=[CH:7][CH:6]=2)[CH:2]1[NH2:1])[C:13]1[CH:14]=[CH:15][CH:16]=[CH:17][CH:18]=1. Given the reactants [NH2:1][CH:2]1[C:10]2[C:5](=[CH:6][CH:7]=[CH:8][CH:9]=2)[C:4](=[O:11])[N:3]1[CH2:12][C:13]1[CH:18]=[CH:17][CH:16]=[CH:15][CH:14]=1.C(=O)([O-])[O-].[K+].[K+].Br[CH2:26][C:27]([O:29][CH2:30][CH3:31])=[O:28], predict the reaction product. (5) Given the reactants CC([N:5]([CH2:9][CH:10]([N:18]([C:28]([C:30]1[S:31][CH:32]=[C:33]([Br:35])[CH:34]=1)=[O:29])[O:19]C(C1SC=C(Br)C=1)=O)[CH2:11][C:12]1[CH:17]=[CH:16][CH:15]=[CH:14][CH:13]=1)[C:6](=[O:8])[O-:7])(C)C.C([O-])([O-])=O.[K+].[K+], predict the reaction product. The product is: [Br:35][C:33]1[CH:34]=[C:30]([C:28]([N:18]([OH:19])[CH:10]([CH2:11][C:12]2[CH:13]=[CH:14][CH:15]=[CH:16][CH:17]=2)[CH2:9][NH:5][C:6](=[O:8])[O:7][C:12]([CH3:17])([CH3:13])[CH3:11])=[O:29])[S:31][CH:32]=1.